Dataset: NCI-60 drug combinations with 297,098 pairs across 59 cell lines. Task: Regression. Given two drug SMILES strings and cell line genomic features, predict the synergy score measuring deviation from expected non-interaction effect. (1) Drug 1: CC1OCC2C(O1)C(C(C(O2)OC3C4COC(=O)C4C(C5=CC6=C(C=C35)OCO6)C7=CC(=C(C(=C7)OC)O)OC)O)O. Drug 2: CC1C(C(=O)NC(C(=O)N2CCCC2C(=O)N(CC(=O)N(C(C(=O)O1)C(C)C)C)C)C(C)C)NC(=O)C3=C4C(=C(C=C3)C)OC5=C(C(=O)C(=C(C5=N4)C(=O)NC6C(OC(=O)C(N(C(=O)CN(C(=O)C7CCCN7C(=O)C(NC6=O)C(C)C)C)C)C(C)C)C)N)C. Cell line: A549. Synergy scores: CSS=36.9, Synergy_ZIP=-2.39, Synergy_Bliss=-2.45, Synergy_Loewe=-2.84, Synergy_HSA=-2.72. (2) Drug 1: C1=NC2=C(N1)C(=S)N=C(N2)N. Drug 2: CNC(=O)C1=NC=CC(=C1)OC2=CC=C(C=C2)NC(=O)NC3=CC(=C(C=C3)Cl)C(F)(F)F. Cell line: SK-MEL-5. Synergy scores: CSS=61.1, Synergy_ZIP=-0.629, Synergy_Bliss=-1.19, Synergy_Loewe=-7.43, Synergy_HSA=-0.246. (3) Drug 1: C1=CC(=CC=C1CCCC(=O)O)N(CCCl)CCCl. Drug 2: COC1=NC(=NC2=C1N=CN2C3C(C(C(O3)CO)O)O)N. Cell line: SN12C. Synergy scores: CSS=24.2, Synergy_ZIP=1.47, Synergy_Bliss=1.19, Synergy_Loewe=-12.1, Synergy_HSA=1.05. (4) Drug 1: CC1=C2C(C(=O)C3(C(CC4C(C3C(C(C2(C)C)(CC1OC(=O)C(C(C5=CC=CC=C5)NC(=O)OC(C)(C)C)O)O)OC(=O)C6=CC=CC=C6)(CO4)OC(=O)C)OC)C)OC. Drug 2: C1CC(=O)NC(=O)C1N2CC3=C(C2=O)C=CC=C3N. Cell line: HL-60(TB). Synergy scores: CSS=89.1, Synergy_ZIP=13.5, Synergy_Bliss=12.2, Synergy_Loewe=-19.5, Synergy_HSA=13.4. (5) Drug 1: C1=CC(=CC=C1CCCC(=O)O)N(CCCl)CCCl. Drug 2: C1C(C(OC1N2C=C(C(=O)NC2=O)F)CO)O. Cell line: NCI-H322M. Synergy scores: CSS=-4.32, Synergy_ZIP=-2.56, Synergy_Bliss=-7.77, Synergy_Loewe=-24.9, Synergy_HSA=-12.3. (6) Synergy scores: CSS=38.9, Synergy_ZIP=-2.12, Synergy_Bliss=-2.16, Synergy_Loewe=-0.741, Synergy_HSA=2.46. Drug 1: C1C(C(OC1N2C=NC3=C(N=C(N=C32)Cl)N)CO)O. Cell line: BT-549. Drug 2: CN(CCCl)CCCl.Cl. (7) Drug 1: C1CCC(C1)C(CC#N)N2C=C(C=N2)C3=C4C=CNC4=NC=N3. Drug 2: C1=CN(C(=O)N=C1N)C2C(C(C(O2)CO)O)O.Cl. Cell line: UACC62. Synergy scores: CSS=16.5, Synergy_ZIP=0.0531, Synergy_Bliss=3.65, Synergy_Loewe=-42.8, Synergy_HSA=-5.18.